Dataset: Catalyst prediction with 721,799 reactions and 888 catalyst types from USPTO. Task: Predict which catalyst facilitates the given reaction. (1) Reactant: [CH3:1][N:2]1[CH:6]=[C:5]([NH:7][C:8](=[O:14])[O:9][C:10]([CH3:13])([CH3:12])[CH3:11])[CH:4]=[N:3]1.C([Li])CCC.CN(C)[CH:22]=[O:23].S([O-])(O)(=O)=O.[K+]. Product: [CH:22]([C:6]1[N:2]([CH3:1])[N:3]=[CH:4][C:5]=1[NH:7][C:8](=[O:14])[O:9][C:10]([CH3:11])([CH3:13])[CH3:12])=[O:23]. The catalyst class is: 188. (2) Reactant: [OH:1][C:2]([C:4]([F:7])([F:6])[F:5])=[O:3].[F:8][CH:9]([F:37])[CH2:10][NH:11][C:12]1[N:13]=[C:14]2[CH2:36][CH2:35][NH:34][CH2:33][C:15]2=[N:16][C:17]=1[N:18]1[CH2:23][CH2:22][CH:21]([O:24][C:25]2[CH:30]=[CH:29][C:28]([F:31])=[CH:27][C:26]=2[F:32])[CH2:20][CH2:19]1.[CH3:38][N:39]([CH3:43])[C:40](Cl)=[O:41].CCN(C(C)C)C(C)C. Product: [F:37][CH:9]([F:8])[CH2:10][NH:11][C:12]1[N:13]=[C:14]2[CH2:36][CH2:35][N:34]([C:40]([N:39]([CH3:43])[CH3:38])=[O:41])[CH2:33][C:15]2=[N:16][C:17]=1[N:18]1[CH2:19][CH2:20][CH:21]([O:24][C:25]2[CH:30]=[CH:29][C:28]([F:31])=[CH:27][C:26]=2[F:32])[CH2:22][CH2:23]1.[C:2]([OH:3])([C:4]([F:7])([F:6])[F:5])=[O:1]. The catalyst class is: 59. (3) Reactant: [Si]([O:8][C:9]1[CH:14]=[CH:13][C:12]([Cl:15])=[CH:11][C:10]=1[NH:16][C:17]([NH:19][C:20]1[CH:25]=[N:24][C:23]([C:26]#[N:27])=[CH:22][N:21]=1)=[O:18])(C(C)(C)C)(C)C.Br.[F-].[K+].Cl. Product: [Cl:15][C:12]1[CH:13]=[CH:14][C:9]([OH:8])=[C:10]([NH:16][C:17]([NH:19][C:20]2[CH:25]=[N:24][C:23]([C:26]#[N:27])=[CH:22][N:21]=2)=[O:18])[CH:11]=1. The catalyst class is: 3. (4) Reactant: [Cl:1][C:2]1[C:3]([F:31])=[C:4]([CH:8]2[C:12]([C:15]3[CH:20]=[CH:19][C:18]([Cl:21])=[CH:17][C:16]=3[F:22])([C:13]#[N:14])[CH:11]([CH2:23][C:24]([CH3:27])([CH3:26])[CH3:25])[NH:10][CH:9]2[C:28]([OH:30])=O)[CH:5]=[CH:6][CH:7]=1.CN(C(ON1N=NC2C=CC=NC1=2)=[N+](C)C)C.F[P-](F)(F)(F)(F)F.CCN(C(C)C)C(C)C.[NH2:65][C:66]1[CH:67]=[CH:68][C:69](=[O:72])[NH:70][CH:71]=1. Product: [O:72]=[C:69]1[NH:70][CH:71]=[C:66]([NH:65][C:28]([CH:9]2[CH:8]([C:4]3[CH:5]=[CH:6][CH:7]=[C:2]([Cl:1])[C:3]=3[F:31])[C:12]([C:15]3[CH:20]=[CH:19][C:18]([Cl:21])=[CH:17][C:16]=3[F:22])([C:13]#[N:14])[CH:11]([CH2:23][C:24]([CH3:25])([CH3:26])[CH3:27])[NH:10]2)=[O:30])[CH:67]=[CH:68]1. The catalyst class is: 2. (5) Reactant: [C:1]([NH:11][C@@H:12]1[C:17](=[O:18])[O:16][C:14](=[O:15])[CH2:13]1)([O:3][CH2:4][C:5]1[CH:10]=[CH:9][CH:8]=[CH:7][CH:6]=1)=[O:2].[CH2:19]([NH2:31])[CH2:20][CH2:21][CH2:22][CH2:23][CH2:24][CH2:25][CH2:26][CH2:27][CH2:28][CH2:29][CH3:30].C(N(CC)CC)C. Product: [CH2:19]([NH:31][C:14](=[O:15])[CH2:13][CH:12]([NH:11][C:1]([O:3][CH2:4][C:5]1[CH:10]=[CH:9][CH:8]=[CH:7][CH:6]=1)=[O:2])[C:17]([OH:16])=[O:18])[CH2:20][CH2:21][CH2:22][CH2:23][CH2:24][CH2:25][CH2:26][CH2:27][CH2:28][CH2:29][CH3:30]. The catalyst class is: 2. (6) Reactant: [N+:1]([C:4]1[CH:5]=[C:6]([C:10]2[CH2:14][CH:13]([CH2:15][CH2:16][CH2:17][CH:18]=O)[O:12][N:11]=2)[CH:7]=[CH:8][CH:9]=1)([O-:3])=[O:2].Cl.[CH3:21][O:22][C:23]1[CH:28]=[CH:27][CH:26]=[CH:25][C:24]=1[N:29]1[CH2:34][CH2:33][NH:32][CH2:31][CH2:30]1.[BH-](OC(C)=O)(OC(C)=O)OC(C)=O.[Na+]. Product: [CH3:21][O:22][C:23]1[CH:28]=[CH:27][CH:26]=[CH:25][C:24]=1[N:29]1[CH2:34][CH2:33][N:32]([CH2:18][CH2:17][CH2:16][CH2:15][CH:13]2[O:12][N:11]=[C:10]([C:6]3[CH:7]=[CH:8][CH:9]=[C:4]([N+:1]([O-:3])=[O:2])[CH:5]=3)[CH2:14]2)[CH2:31][CH2:30]1. The catalyst class is: 2. (7) Reactant: [C:1]([N:4]1[C:12]2[C:7](=[C:8]([CH3:14])[CH:9]=[C:10]([CH3:13])[CH:11]=2)[CH2:6][CH2:5]1)(=[O:3])[CH3:2].[N+:15]([O-])([OH:17])=[O:16].C(=O)([O-])O.[Na+]. Product: [C:1]([N:4]1[C:12]2[C:7](=[C:8]([CH3:14])[C:9]([N+:15]([O-:17])=[O:16])=[C:10]([CH3:13])[CH:11]=2)[CH2:6][CH2:5]1)(=[O:3])[CH3:2]. The catalyst class is: 152. (8) Reactant: [S:1]1[C:5]2=[N:6][CH:7]=[CH:8][CH:9]=[C:4]2[CH:3]=[C:2]1[CH:10]=[N:11][S:12]([C:15]1[CH:25]=[CH:24][C:18]2[O:19][CH2:20][CH2:21][CH2:22][O:23][C:17]=2[CH:16]=1)(=[O:14])=[O:13].O1CCCC1.Br[Mg][C:33]1[CH:38]=[CH:37][CH:36]=[CH:35][C:34]=1[O:39][CH3:40].C(OCC)C. Product: [CH3:40][O:39][C:34]1[CH:35]=[CH:36][CH:37]=[CH:38][C:33]=1[CH:10]([C:2]1[S:1][C:5]2=[N:6][CH:7]=[CH:8][CH:9]=[C:4]2[CH:3]=1)[NH:11][S:12]([C:15]1[CH:25]=[CH:24][C:18]2[O:19][CH2:20][CH2:21][CH2:22][O:23][C:17]=2[CH:16]=1)(=[O:14])=[O:13]. The catalyst class is: 5. (9) Reactant: C(OC([N:8]1[CH2:12][C@@H:11]([C:13]2[C:21]3[C:16](=[CH:17][CH:18]=[CH:19][CH:20]=3)[NH:15][CH:14]=2)[C@H:10]([C:22]2[C:32]3=[C:33]4[C:28](=[CH:29][CH:30]=[CH:31]3)[CH2:27][CH2:26][CH2:25][N:24]4[CH:23]=2)[CH2:9]1)=O)(C)(C)C.Cl.O1CCOCC1.CCN(C(C)C)C(C)C.[CH:50]([S:53](Cl)(=[O:55])=[O:54])([CH3:52])[CH3:51]. Product: [NH:15]1[C:16]2[C:21](=[CH:20][CH:19]=[CH:18][CH:17]=2)[C:13]([C@@H:11]2[CH2:12][N:8]([S:53]([CH:50]([CH3:52])[CH3:51])(=[O:55])=[O:54])[CH2:9][C@H:10]2[C:22]2[C:32]3=[C:33]4[C:28](=[CH:29][CH:30]=[CH:31]3)[CH2:27][CH2:26][CH2:25][N:24]4[CH:23]=2)=[CH:14]1. The catalyst class is: 2. (10) Reactant: [H-].[Na+].[OH:3][C@H:4]1[C@H:9]([CH2:10][O:11][S:12]([C:15]2[CH:20]=[CH:19][C:18]([CH3:21])=[CH:17][CH:16]=2)(=[O:14])=[O:13])[CH2:8][CH2:7][N:6]([C:22]([O:24][C:25]([CH3:28])([CH3:27])[CH3:26])=[O:23])[CH2:5]1.[CH3:29]I.O. Product: [CH3:21][C:18]1[CH:19]=[CH:20][C:15]([S:12]([O:11][CH2:10][C@@H:9]2[CH2:8][CH2:7][N:6]([C:22]([O:24][C:25]([CH3:28])([CH3:27])[CH3:26])=[O:23])[CH2:5][C@H:4]2[O:3][CH3:29])(=[O:13])=[O:14])=[CH:16][CH:17]=1. The catalyst class is: 1.